From a dataset of NCI-60 drug combinations with 297,098 pairs across 59 cell lines. Regression. Given two drug SMILES strings and cell line genomic features, predict the synergy score measuring deviation from expected non-interaction effect. Cell line: SF-539. Drug 2: CC1=C2C(C(=O)C3(C(CC4C(C3C(C(C2(C)C)(CC1OC(=O)C(C(C5=CC=CC=C5)NC(=O)C6=CC=CC=C6)O)O)OC(=O)C7=CC=CC=C7)(CO4)OC(=O)C)O)C)OC(=O)C. Synergy scores: CSS=20.0, Synergy_ZIP=-8.91, Synergy_Bliss=-6.05, Synergy_Loewe=-13.5, Synergy_HSA=-4.69. Drug 1: C1=CN(C(=O)N=C1N)C2C(C(C(O2)CO)O)O.Cl.